Task: Regression/Classification. Given a drug SMILES string, predict its absorption, distribution, metabolism, or excretion properties. Task type varies by dataset: regression for continuous measurements (e.g., permeability, clearance, half-life) or binary classification for categorical outcomes (e.g., BBB penetration, CYP inhibition). Dataset: cyp2d6_veith.. Dataset: CYP2D6 inhibition data for predicting drug metabolism from PubChem BioAssay (1) The molecule is Cc1ccc(N=Nc2c(O)c3ccccc3[nH]c2=O)c(S(=O)(=O)N(C)C)c1. The result is 0 (non-inhibitor). (2) The result is 0 (non-inhibitor). The drug is Cc1nc2cnc(N3CCN(C)CC3)nc2n(C)c1=O. (3) The drug is N#Cc1c(-c2ccccc2)cc(C2CC2)nc1SCC(=O)c1cccs1. The result is 0 (non-inhibitor).